From a dataset of Reaction yield outcomes from USPTO patents with 853,638 reactions. Predict the reaction yield, written as a fraction of the theoretical maximum amount of product (1.0 means a 100% yield; for example, 0.34 means a 34% yield). (1) The reactants are [NH2:1][C:2]1[NH:6][N:5]=[N:4][N:3]=1.C(N(CC)CC)C.[C:14]1([CH:24]=O)[C:23]2[C:18](=[CH:19][CH:20]=[CH:21][CH:22]=2)[CH:17]=[CH:16][CH:15]=1.[CH2:26]1[C:35]2[C:30](=[CH:31][CH:32]=[CH:33][CH:34]=2)[CH2:29][CH2:28][C:27]1=O. The catalyst is C(O)C. The product is [C:14]1([CH:24]2[C:31]3[C:30]4[CH:29]=[CH:28][CH:27]=[CH:26][C:35]=4[CH2:34][CH2:33][C:32]=3[NH:1][C:2]3=[N:3][N:4]=[N:5][N:6]23)[C:23]2[C:18](=[CH:19][CH:20]=[CH:21][CH:22]=2)[CH:17]=[CH:16][CH:15]=1. The yield is 0.0510. (2) The reactants are Cl.[CH2:2](N=C=NCCCN(C)C)[CH3:3].Cl.[N:14]1[C:23]2[C:18](=[CH:19][CH:20]=[CH:21][CH:22]=2)[CH:17]=[CH:16][C:15]=1[N:24]1[CH2:29][CH2:28][CH:27]([C:30]([OH:32])=[O:31])[CH2:26][CH2:25]1.C(O)C. The catalyst is CN(C1C=CN=CC=1)C.ClCCl. The product is [N:14]1[C:23]2[C:18](=[CH:19][CH:20]=[CH:21][CH:22]=2)[CH:17]=[CH:16][C:15]=1[N:24]1[CH2:25][CH2:26][CH:27]([C:30]([O:32][CH2:2][CH3:3])=[O:31])[CH2:28][CH2:29]1. The yield is 0.960. (3) The reactants are [NH:1]1[CH:5]=[CH:4][N:3]=[N:2]1.I[C:7]1[CH:12]=[CH:11][CH:10]=[CH:9][CH:8]=1. The catalyst is ClCCl. The product is [C:7]1([N:2]2[N:3]=[CH:4][CH:5]=[N:1]2)[CH:12]=[CH:11][CH:10]=[CH:9][CH:8]=1.[C:7]1([N:1]2[CH:5]=[CH:4][N:3]=[N:2]2)[CH:12]=[CH:11][CH:10]=[CH:9][CH:8]=1. The yield is 0.410. (4) The reactants are Cl[C:2]1[C:11]2[C:6](=[CH:7][C:8]([O:14][CH3:15])=[C:9]([O:12][CH3:13])[CH:10]=2)[N:5]=[CH:4][CH:3]=1.[C:16]([O:21][C:22]1[CH:35]=[CH:34][C:25]([C:26]([C:28]2[CH:33]=[CH:32][CH:31]=[CH:30][CH:29]=2)=[O:27])=[C:24]([OH:36])[CH:23]=1)(=[O:20])[C:17]([CH3:19])=[CH2:18]. The catalyst is CN(C)C1C=CN=CC=1.ClC1C=CC=CC=1Cl. The product is [CH3:19][C:17](=[CH2:18])[C:16]([O:21][C:22]1[CH:35]=[CH:34][C:25]([C:26](=[O:27])[C:28]2[CH:33]=[CH:32][CH:31]=[CH:30][CH:29]=2)=[C:24]([O:36][C:2]2[C:11]3[C:6](=[CH:7][C:8]([O:14][CH3:15])=[C:9]([O:12][CH3:13])[CH:10]=3)[N:5]=[CH:4][CH:3]=2)[CH:23]=1)=[O:20]. The yield is 0.180. (5) The reactants are [NH2:1][C:2]1[N:7]=[CH:6][N:5]=[C:4]2[N:8]([CH:21]([C:23]3[O:24][C:25]4[C:30]([C:31](=[O:40])[C:32]=3[C:33]3[CH:38]=[CH:37][CH:36]=[C:35]([F:39])[CH:34]=3)=[CH:29][CH:28]=[CH:27][CH:26]=4)[CH3:22])[N:9]=[C:10]([C:11]3[CH:16]=[CH:15][C:14]([NH:17]C(=O)C)=[CH:13][CH:12]=3)[C:3]=12.Cl.C(=O)([O-])[O-].[Na+].[Na+].ClCCl. The catalyst is C(O)C. The product is [NH2:1][C:2]1[N:7]=[CH:6][N:5]=[C:4]2[N:8]([CH:21]([C:23]3[O:24][C:25]4[C:30]([C:31](=[O:40])[C:32]=3[C:33]3[CH:38]=[CH:37][CH:36]=[C:35]([F:39])[CH:34]=3)=[CH:29][CH:28]=[CH:27][CH:26]=4)[CH3:22])[N:9]=[C:10]([C:11]3[CH:12]=[CH:13][C:14]([NH2:17])=[CH:15][CH:16]=3)[C:3]=12. The yield is 0.270. (6) The reactants are [N:1]1([C:7]2[CH:8]=[C:9]([OH:13])[CH:10]=[CH:11][CH:12]=2)[CH2:6][CH2:5][NH:4][CH2:3][CH2:2]1.Br[CH2:15][CH2:16][F:17]. The catalyst is CN(C=O)C. The product is [F:17][CH2:16][CH2:15][N:4]1[CH2:3][CH2:2][N:1]([C:7]2[CH:8]=[C:9]([OH:13])[CH:10]=[CH:11][CH:12]=2)[CH2:6][CH2:5]1. The yield is 0.480.